Dataset: Catalyst prediction with 721,799 reactions and 888 catalyst types from USPTO. Task: Predict which catalyst facilitates the given reaction. (1) Reactant: [N:1]1([C:6]2[CH:12]=[CH:11][C:9]([NH2:10])=[CH:8][CH:7]=2)[CH:5]=[N:4][N:3]=[N:2]1.[C:13]([O:17][C:18]([N:20]1[CH2:25][CH2:24][C:23](=O)[CH2:22][CH2:21]1)=[O:19])([CH3:16])([CH3:15])[CH3:14].C(O)(=O)C.C(O[BH-](OC(=O)C)OC(=O)C)(=O)C.[Na+].C(=O)([O-])O.[Na+]. Product: [N:1]1([C:6]2[CH:12]=[CH:11][C:9]([NH:10][CH:23]3[CH2:24][CH2:25][N:20]([C:18]([O:17][C:13]([CH3:16])([CH3:15])[CH3:14])=[O:19])[CH2:21][CH2:22]3)=[CH:8][CH:7]=2)[CH:5]=[N:4][N:3]=[N:2]1. The catalyst class is: 1. (2) Reactant: Br[C:2]1[CH:7]=[CH:6][C:5]([C:8]([C@H:11]2[CH2:16][CH2:15][C@H:14]([C:17]([O:19][CH3:20])=[O:18])[CH2:13][CH2:12]2)([OH:10])[CH3:9])=[CH:4][CH:3]=1.[B:21]1([B:21]2[O:25][C:24]([CH3:27])([CH3:26])[C:23]([CH3:29])([CH3:28])[O:22]2)[O:25][C:24]([CH3:27])([CH3:26])[C:23]([CH3:29])([CH3:28])[O:22]1.CC(C1C=C(C(C)C)C(C2C=CC=CC=2P(C2CCCCC2)C2CCCCC2)=C(C(C)C)C=1)C. Product: [OH:10][C:8]([C@H:11]1[CH2:16][CH2:15][C@H:14]([C:17]([O:19][CH3:20])=[O:18])[CH2:13][CH2:12]1)([C:5]1[CH:6]=[CH:7][C:2]([B:21]2[O:25][C:24]([CH3:27])([CH3:26])[C:23]([CH3:29])([CH3:28])[O:22]2)=[CH:3][CH:4]=1)[CH3:9]. The catalyst class is: 110. (3) Reactant: [Cl:1][C:2]1[CH:3]=[C:4]2[C:8](=[CH:9][CH:10]=1)[N:7]([C:11]1[CH:16]=[CH:15][CH:14]=[C:13]([C:17]([F:20])([F:19])[F:18])[CH:12]=1)[C:6]([CH:21]([NH:28][C:29]1[CH:38]=[CH:37][C:32]([C:33]([O:35]C)=[O:34])=[CH:31][CH:30]=1)[CH2:22][CH2:23][CH2:24][CH2:25][CH2:26][CH3:27])=[CH:5]2.O1CCCC1.[OH-].[Na+]. Product: [Cl:1][C:2]1[CH:3]=[C:4]2[C:8](=[CH:9][CH:10]=1)[N:7]([C:11]1[CH:16]=[CH:15][CH:14]=[C:13]([C:17]([F:20])([F:19])[F:18])[CH:12]=1)[C:6]([CH:21]([NH:28][C:29]1[CH:30]=[CH:31][C:32]([C:33]([OH:35])=[O:34])=[CH:37][CH:38]=1)[CH2:22][CH2:23][CH2:24][CH2:25][CH2:26][CH3:27])=[CH:5]2. The catalyst class is: 8. (4) Reactant: C([O:3][C:4]([C:6]1[C:7]([NH:26][CH:27]2[CH2:32][CH2:31][O:30][CH2:29][CH2:28]2)=[C:8]2[C:21]([CH3:22])=[N:20][N:19]([CH:23]([CH3:25])[CH3:24])[C:9]2=[N:10][C:11]=1[C:12]1[CH:17]=[CH:16][CH:15]=[C:14]([OH:18])[CH:13]=1)=[O:5])C.[OH-].[Na+]. Product: [OH:18][C:14]1[CH:13]=[C:12]([C:11]2[N:10]=[C:9]3[N:19]([CH:23]([CH3:25])[CH3:24])[N:20]=[C:21]([CH3:22])[C:8]3=[C:7]([NH:26][CH:27]3[CH2:32][CH2:31][O:30][CH2:29][CH2:28]3)[C:6]=2[C:4]([OH:5])=[O:3])[CH:17]=[CH:16][CH:15]=1. The catalyst class is: 88. (5) Reactant: [Br:1][C:2]1[CH:7]=[C:6]([NH2:8])[C:5]([NH2:9])=[C:4]([N+:10]([O-:12])=[O:11])[CH:3]=1.[CH3:13][C:14](=O)CC(=O)C. Product: [Br:1][C:2]1[CH:3]=[C:4]([N+:10]([O-:12])=[O:11])[C:5]2[N:9]=[C:13]([CH3:14])[NH:8][C:6]=2[CH:7]=1. The catalyst class is: 811.